Dataset: Forward reaction prediction with 1.9M reactions from USPTO patents (1976-2016). Task: Predict the product of the given reaction. Given the reactants Cl[C:2]1[C:7]2[N:8]=[C:9]([C:11]3[C:12]([NH:25][C@@H:26]4[CH2:31][CH2:30][CH2:29][N:28]([C:32]([O:34][C:35]([CH3:38])([CH3:37])[CH3:36])=[O:33])[CH2:27]4)=[N:13][C:14]([N:19]4[CH2:24][CH2:23][O:22][CH2:21][CH2:20]4)=[N:15][C:16]=3[O:17][CH3:18])[S:10][C:6]=2[CH:5]=[CH:4][CH:3]=1.[CH2:39]([NH2:42])[CH2:40][NH2:41].CC([O-])(C)C.[Na+], predict the reaction product. The product is: [NH2:41][CH2:40][CH2:39][NH:42][C:2]1[C:7]2[N:8]=[C:9]([C:11]3[C:12]([NH:25][C@@H:26]4[CH2:31][CH2:30][CH2:29][N:28]([C:32]([O:34][C:35]([CH3:38])([CH3:37])[CH3:36])=[O:33])[CH2:27]4)=[N:13][C:14]([N:19]4[CH2:24][CH2:23][O:22][CH2:21][CH2:20]4)=[N:15][C:16]=3[O:17][CH3:18])[S:10][C:6]=2[CH:5]=[CH:4][CH:3]=1.